Predict the product of the given reaction. From a dataset of Forward reaction prediction with 1.9M reactions from USPTO patents (1976-2016). (1) Given the reactants Br[C:2]1[CH:10]=[C:9]2[C:5]([CH:6]=[CH:7][NH:8]2)=[CH:4][CH:3]=1.[F:11][C:12]1[CH:17]=[CH:16][C:15](B(O)O)=[CH:14][CH:13]=1.C(=O)([O-])[O-].[Na+].[Na+], predict the reaction product. The product is: [F:11][C:12]1[CH:17]=[CH:16][C:15]([C:2]2[CH:10]=[C:9]3[C:5]([CH:6]=[CH:7][NH:8]3)=[CH:4][CH:3]=2)=[CH:14][CH:13]=1. (2) Given the reactants C([N:5]1[C:9]2=[N:10][CH:11]=[N:12][C:13]([NH2:14])=[C:8]2[C:7]([C:15]2[CH:20]=[CH:19][C:18]([CH3:21])=[CH:17][CH:16]=2)=[N:6]1)(C)(C)C, predict the reaction product. The product is: [C:18]1([CH3:21])[CH:17]=[CH:16][C:15]([C:7]2[C:8]3[C:9](=[N:10][CH:11]=[N:12][C:13]=3[NH2:14])[NH:5][N:6]=2)=[CH:20][CH:19]=1. (3) Given the reactants [Cl:1][C:2]1[N:7]=[CH:6][C:5]2[CH:8]=[N:9][NH:10][C:4]=2[CH:3]=1.Br[C:12]1[CH:17]=[CH:16][CH:15]=[C:14]([F:18])[N:13]=1.CNCCNC.C(=O)([O-])[O-].[K+].[K+], predict the reaction product. The product is: [Cl:1][C:2]1[N:7]=[CH:6][C:5]2[CH:8]=[N:9][N:10]([C:12]3[CH:17]=[CH:16][CH:15]=[C:14]([F:18])[N:13]=3)[C:4]=2[CH:3]=1. (4) Given the reactants [CH:1]1[CH:10]=[N:9][C:8]2[C:3](=[C:4]([N+:12]([O-:14])=[O:13])[CH:5]=[CH:6][C:7]=2[OH:11])[CH:2]=1.[CH3:15][NH:16][CH2:17][C@@H:18]([C@H:20]([C@@H:22]([C@@H:24]([CH2:26][OH:27])[OH:25])[OH:23])[OH:21])[OH:19], predict the reaction product. The product is: [CH:1]1[CH:10]=[N:9][C:8]2[C:3](=[C:4]([N+:12]([O-:14])=[O:13])[CH:5]=[CH:6][C:7]=2[OH:11])[CH:2]=1.[CH3:15][NH:16][CH2:17][C@@H:18]([C@H:20]([C@@H:22]([C@@H:24]([CH2:26][OH:27])[OH:25])[OH:23])[OH:21])[OH:19]. (5) The product is: [NH3:3].[N:5]1[C:6]2[C:11](=[CH:10][CH:9]=[CH:8][CH:7]=2)[CH:2]=[N:3][CH:4]=1. Given the reactants Cl[C:2]1[C:11]2[C:6](=[CH:7][C:8](OCCC3CCN(C(OC(C)(C)C)=O)CC3)=[C:9](OC)[CH:10]=2)[N:5]=[CH:4][N:3]=1.BrC1C=CC(N)=C(F)C=1.Cl, predict the reaction product. (6) The product is: [CH:30]([C@@H:32]1[CH:49]2[C@:44]([CH3:51])([CH2:45][CH2:46][C:47](=[O:50])[CH2:48]2)[C@@H:43]2[C@H:34]([C@H:35]3[C@@:39]([CH2:41][CH2:42]2)([CH3:40])[C:38](=[O:52])[CH2:37][CH2:36]3)[CH2:33]1)=[O:2]. Given the reactants C1COC23OCCOC2([C@]2(CC[C@H]4[C@@H](C[C@H](C=O)C5[C@]4(C)CCCC5)[C@@H]2C3)C)[O:2]1.[C:30]([C@@H:32]1[CH:49]2[C@:44]([CH3:51])([CH2:45][CH2:46][C:47](=[O:50])[CH2:48]2)[C@@H:43]2[C@H:34]([C@H:35]3[C@@:39]([CH2:41][CH2:42]2)([CH3:40])[C:38](=[O:52])[CH2:37][CH2:36]3)[CH2:33]1)#N, predict the reaction product.